From a dataset of Reaction yield outcomes from USPTO patents with 853,638 reactions. Predict the reaction yield, written as a fraction of the theoretical maximum amount of product (1.0 means a 100% yield; for example, 0.34 means a 34% yield). (1) The reactants are C(O[C:4](=[O:12])[C:5]1[CH:10]=[CH:9][N:8]=[CH:7][C:6]=1[OH:11])C.[CH2:13]([NH:15][CH2:16][CH3:17])[CH3:14]. No catalyst specified. The product is [CH2:13]([N:15]([CH2:16][CH3:17])[C:4](=[O:12])[C:5]1[CH:10]=[CH:9][N:8]=[CH:7][C:6]=1[OH:11])[CH3:14]. The yield is 0.800. (2) The product is [CH3:8][S:9]([O:7][CH2:1][C@@H:2]([OH:6])[CH2:3][CH2:4][O:5][S:9]([CH3:8])(=[O:11])=[O:10])(=[O:11])=[O:10]. The reactants are [CH2:1]([OH:7])[C@@H:2]([OH:6])[CH2:3][CH2:4][OH:5].[CH3:8][S:9](Cl)(=[O:11])=[O:10].Cl. The yield is 0.550. The catalyst is N1C=CC=CC=1.C(OCC)(=O)C.